Dataset: Full USPTO retrosynthesis dataset with 1.9M reactions from patents (1976-2016). Task: Predict the reactants needed to synthesize the given product. (1) Given the product [C:27]([O:26][C:24]([NH:23][C:20]1([C@@H:17]2[CH2:18][CH2:19][N:15]([C:4]3[CH:3]=[CH:11][C:7]([C:8]([OH:10])=[O:9])=[C:6]([F:12])[C:5]=3[O:13][CH3:14])[CH2:16]2)[CH2:22][CH2:21]1)=[O:25])([CH3:30])([CH3:29])[CH3:28], predict the reactants needed to synthesize it. The reactants are: C([C:3]1[C:4]([N:15]2[CH2:19][CH2:18][C@@H:17]([C:20]3([NH:23][C:24]([O:26][C:27]([CH3:30])([CH3:29])[CH3:28])=[O:25])[CH2:22][CH2:21]3)[CH2:16]2)=[C:5]([O:13][CH3:14])[C:6]([F:12])=[C:7]([CH:11]=1)[C:8]([OH:10])=[O:9])C.[OH-].[Na+].C(O)(=O)CC(CC(O)=O)(C(O)=O)O. (2) Given the product [NH2:20][C@@H:12]([CH2:13][C:14]1[CH:15]=[CH:16][CH:17]=[CH:18][CH:19]=1)[C@H:11]([OH:28])[CH2:10][NH:9][CH2:8][C:7]1[CH:29]=[C:30]([OH:32])[CH:31]=[C:5]([C:2]([CH3:4])=[CH2:3])[CH:6]=1, predict the reactants needed to synthesize it. The reactants are: Cl[C:2]([C:5]1[CH:6]=[C:7]([CH:29]=[C:30]([OH:32])[CH:31]=1)[CH2:8][NH:9][CH2:10][C@@H:11]([OH:28])[C@@H:12]([NH:20]C(=O)OC(C)(C)C)[CH2:13][C:14]1[CH:19]=[CH:18][CH:17]=[CH:16][CH:15]=1)([CH3:4])[CH3:3].FC(F)(F)C(O)=O.